This data is from Catalyst prediction with 721,799 reactions and 888 catalyst types from USPTO. The task is: Predict which catalyst facilitates the given reaction. (1) Reactant: [S:1]1[CH:5]=[CH:4][C:3]2[S:6][CH:7]=[CH:8][C:2]1=2.C([Li])CCC.Br[CH2:15][CH2:16][CH2:17][CH2:18][CH2:19][CH2:20][O:21][CH2:22][C:23]1([CH2:27][CH3:28])[CH2:26][O:25][CH2:24]1. Product: [CH2:27]([C:23]1([CH2:22][O:21][CH2:20][CH2:19][CH2:18][CH2:17][CH2:16][CH2:15][C:5]2[S:1][C:2]3[CH:8]=[CH:7][S:6][C:3]=3[CH:4]=2)[CH2:24][O:25][CH2:26]1)[CH3:28]. The catalyst class is: 1. (2) Reactant: [Br:1][C:2]1[CH:3]=[C:4](C(=O)C(Cl)(Cl)Cl)[NH:5][CH:6]=1.[CH3:13][O-:14].[Na+].[CH3:16][OH:17]. Product: [Br:1][C:2]1[CH:3]=[C:4]([C:13]([O:17][CH3:16])=[O:14])[NH:5][CH:6]=1. The catalyst class is: 6. (3) Reactant: [B-](F)(F)(F)F.[B-](F)(F)(F)F.C1[N+]2(CCl)CC[N+]([F:21])(CC2)C1.[CH3:22][O:23][C:24]([C:26]1[C:31]([CH:32]=[CH2:33])=[C:30]([NH2:34])[CH:29]=[C:28]([Cl:35])[N:27]=1)=[O:25]. Product: [CH3:22][O:23][C:24]([C:26]1[C:31]([CH:32]=[CH2:33])=[C:30]([NH2:34])[C:29]([F:21])=[C:28]([Cl:35])[N:27]=1)=[O:25]. The catalyst class is: 192. (4) Reactant: [CH2:1]([O:8][C:9]1[C:10]([C:25]2[CH:26]=[CH:27][C:28]3[O:33][CH2:32][CH2:31][CH2:30][C:29]=3[CH:34]=2)=[C:11]([C:19](=[O:24])[C:20]([O:22][CH3:23])=[O:21])[C:12]([C:15]([F:18])([F:17])[F:16])=[CH:13][CH:14]=1)[C:2]1[CH:7]=[CH:6][CH:5]=[CH:4][CH:3]=1.[BH4-].[Na+].C(O)(=O)C. Product: [CH2:1]([O:8][C:9]1[C:10]([C:25]2[CH:26]=[CH:27][C:28]3[O:33][CH2:32][CH2:31][CH2:30][C:29]=3[CH:34]=2)=[C:11]([CH:19]([OH:24])[C:20]([O:22][CH3:23])=[O:21])[C:12]([C:15]([F:17])([F:18])[F:16])=[CH:13][CH:14]=1)[C:2]1[CH:7]=[CH:6][CH:5]=[CH:4][CH:3]=1. The catalyst class is: 6.